Predict the reaction yield, written as a fraction of the theoretical maximum amount of product (1.0 means a 100% yield; for example, 0.34 means a 34% yield). From a dataset of Reaction yield outcomes from USPTO patents with 853,638 reactions. (1) The reactants are [CH2:1]([C:3]1[CH:4]=[CH:5][CH:6]=[C:7]2[C:11]=1[NH:10][C:9](=[O:12])[C:8]2=[O:13])[CH3:2].CCN(P1(N(C)CCCN1)=NC(C)(C)C)CC.[Cl:31][C:32]1[CH:39]=[CH:38][CH:37]=[CH:36][C:33]=1[CH2:34]Br. No catalyst specified. The product is [Cl:31][C:32]1[CH:39]=[CH:38][CH:37]=[CH:36][C:33]=1[CH2:34][N:10]1[C:11]2[C:7](=[CH:6][CH:5]=[CH:4][C:3]=2[CH2:1][CH3:2])[C:8](=[O:13])[C:9]1=[O:12]. The yield is 0.850. (2) The reactants are Cl[C:2]1[CH:7]=[CH:6][C:5]([O:8][CH3:9])=[CH:4][CH:3]=1.[NH:10]1[CH2:15][CH2:14][O:13][CH2:12][CH2:11]1.CC(C)([O-])C.[Na+]. No catalyst specified. The product is [CH3:9][O:8][C:5]1[CH:6]=[CH:7][C:2]([N:10]2[CH2:15][CH2:14][O:13][CH2:12][CH2:11]2)=[CH:3][CH:4]=1. The yield is 0.950. (3) The reactants are Br[C:2]1[CH:3]=[CH:4][C:5]([O:8][C:9]2[CH:14]=[CH:13][CH:12]=[CH:11][CH:10]=2)=[N:6][CH:7]=1.C([Li])CCC.CN(C)[CH:22]=[O:23].[BH4-].[Na+]. The yield is 0.665. The catalyst is O.CO.C(OCC)C. The product is [O:8]([C:5]1[N:6]=[CH:7][C:2]([CH2:22][OH:23])=[CH:3][CH:4]=1)[C:9]1[CH:14]=[CH:13][CH:12]=[CH:11][CH:10]=1. (4) The reactants are C([O:8][N:9]1[C:15](=[O:16])[N:14]2[CH2:17][C@H:10]1[CH2:11][CH2:12][C@H:13]2[C:18]1[O:22][N:21]=[C:20]([C:23]([NH2:25])=[O:24])[N:19]=1)C1C=CC=CC=1. The catalyst is CO.C1COCC1.[Pd]. The product is [OH:8][N:9]1[C:15](=[O:16])[N:14]2[CH2:17][C@H:10]1[CH2:11][CH2:12][C@H:13]2[C:18]1[O:22][N:21]=[C:20]([C:23]([NH2:25])=[O:24])[N:19]=1. The yield is 0.930. (5) The reactants are Br[C:2]1[CH:7]=[CH:6][CH:5]=[CH:4][N:3]=1.[CH2:8]([N:12]1[N:16]=[C:15]2[CH:17]=[CH:18][C:19]([F:22])=[C:20]([F:21])[C:14]2=[N:13]1)[CH2:9][C:10]#[CH:11]. No catalyst specified. The product is [F:21][C:20]1[C:14]2[C:15](=[N:16][N:12]([CH2:8][CH2:9][C:10]#[C:11][C:2]3[CH:7]=[CH:6][CH:5]=[CH:4][N:3]=3)[N:13]=2)[CH:17]=[CH:18][C:19]=1[F:22]. The yield is 0.600. (6) The reactants are [C:1]([O:5][C:6](=[O:24])[CH2:7][N:8]([CH2:17][C:18]1[CH:23]=[CH:22][CH:21]=[CH:20][N:19]=1)[CH2:9][CH2:10][CH2:11][CH2:12][CH2:13][C:14]([OH:16])=O)([CH3:4])([CH3:3])[CH3:2].[S:25]([NH2:35])(=[O:34])([C:27]1[CH:32]=[CH:31][C:30]([NH2:33])=[CH:29][CH:28]=1)=[O:26].CN(C(ON1N=NC2C=CC=NC1=2)=[N+](C)C)C.F[P-](F)(F)(F)(F)F. The catalyst is CN(C=O)C.CCN(CC)CC. The product is [O:16]=[C:14]([NH:33][C:30]1[CH:31]=[CH:32][C:27]([S:25](=[O:34])(=[O:26])[NH2:35])=[CH:28][CH:29]=1)[CH2:13][CH2:12][CH2:11][CH2:10][CH2:9][N:8]([CH2:17][C:18]1[CH:23]=[CH:22][CH:21]=[CH:20][N:19]=1)[CH2:7][C:6]([O:5][C:1]([CH3:2])([CH3:3])[CH3:4])=[O:24]. The yield is 0.310. (7) The yield is 0.650. The product is [F:67][CH:51]([F:50])[C:52]1[CH:53]=[CH:54][C:55]([C:58]2[C:63]([F:64])=[CH:62][N:61]=[C:60]([CH2:65][NH:66][C:14]([C@@H:9]3[CH2:10][C@@H:11]([F:13])[CH2:12][N:8]3[C:6]([O:5][C:1]([CH3:2])([CH3:3])[CH3:4])=[O:7])=[O:16])[CH:59]=2)=[CH:56][CH:57]=1. The catalyst is C(OCC)(=O)C.CN(C)C=O. The reactants are [C:1]([O:5][C:6]([N:8]1[CH2:12][C@H:11]([F:13])[CH2:10][C@H:9]1[C:14]([OH:16])=O)=[O:7])([CH3:4])([CH3:3])[CH3:2].CCN(C(C)C)C(C)C.CN(C(ON1N=NC2C=CC=NC1=2)=[N+](C)C)C.F[P-](F)(F)(F)(F)F.[F:50][CH:51]([F:67])[C:52]1[CH:57]=[CH:56][C:55]([C:58]2[C:63]([F:64])=[CH:62][N:61]=[C:60]([CH2:65][NH2:66])[CH:59]=2)=[CH:54][CH:53]=1.